Dataset: Full USPTO retrosynthesis dataset with 1.9M reactions from patents (1976-2016). Task: Predict the reactants needed to synthesize the given product. (1) Given the product [Br:1][C:2]1[CH:3]=[C:4]([CH:8]([NH:9][S:10]([C:12]([CH3:15])([CH3:14])[CH3:13])=[O:11])[C:17]([F:19])([F:18])[F:16])[CH:5]=[N:6][CH:7]=1, predict the reactants needed to synthesize it. The reactants are: [Br:1][C:2]1[CH:3]=[C:4]([CH:8]=[N:9][S:10]([C:12]([CH3:15])([CH3:14])[CH3:13])=[O:11])[CH:5]=[N:6][CH:7]=1.[F:16][C:17]([Si](C)(C)C)([F:19])[F:18]. (2) Given the product [CH3:19][N:20]([CH3:29])[C:21]([CH:23]1[CH2:24][CH2:25][N:26]([CH2:11][C:9]2[S:10][C:5]3[C:4]([N:13]4[CH2:18][CH2:17][O:16][CH2:15][CH2:14]4)=[N:3][C:2]([Cl:1])=[N:7][C:6]=3[CH:8]=2)[CH2:27][CH2:28]1)=[O:22], predict the reactants needed to synthesize it. The reactants are: [Cl:1][C:2]1[N:3]=[C:4]([N:13]2[CH2:18][CH2:17][O:16][CH2:15][CH2:14]2)[C:5]2[S:10][C:9]([CH:11]=O)=[CH:8][C:6]=2[N:7]=1.[CH3:19][N:20]([CH3:29])[C:21]([CH:23]1[CH2:28][CH2:27][NH:26][CH2:25][CH2:24]1)=[O:22]. (3) Given the product [C:1]([O:5][N:6]([CH2:16][CH2:17][C:18]1[CH:23]=[CH:22][CH:21]=[CH:20][CH:19]=1)[C:7]([C:9]1[CH:14]=[CH:13][C:12]([C:31]2[CH:30]=[CH:29][CH:28]=[C:27]([CH:24]([CH3:26])[CH3:25])[CH:32]=2)=[CH:11][N:10]=1)=[O:8])([CH3:4])([CH3:3])[CH3:2].[OH:5][N:6]([CH2:16][CH2:17][C:18]1[CH:19]=[CH:20][CH:21]=[CH:22][CH:23]=1)[C:7]([C:9]1[CH:14]=[CH:13][C:12]([C:31]2[CH:30]=[CH:29][CH:28]=[C:27]([CH:24]([CH3:26])[CH3:25])[CH:32]=2)=[CH:11][N:10]=1)=[O:8], predict the reactants needed to synthesize it. The reactants are: [C:1]([O:5][N:6]([CH2:16][CH2:17][C:18]1[CH:23]=[CH:22][CH:21]=[CH:20][CH:19]=1)[C:7]([C:9]1[CH:14]=[CH:13][C:12](Br)=[CH:11][N:10]=1)=[O:8])([CH3:4])([CH3:3])[CH3:2].[CH:24]([C:27]1[CH:28]=[C:29](B(O)O)[CH:30]=[CH:31][CH:32]=1)([CH3:26])[CH3:25]. (4) Given the product [Cl:1][C:2]1[CH:7]=[CH:6][C:5]([C:8]2[N:12]([CH2:13][C:14]3[CH:19]=[CH:18][C:17]([O:20][CH3:21])=[CH:16][CH:15]=3)[C:11](=[O:22])[N:10]([CH2:23][C:24]([OH:26])=[O:25])[N:9]=2)=[CH:4][CH:3]=1, predict the reactants needed to synthesize it. The reactants are: [Cl:1][C:2]1[CH:7]=[CH:6][C:5]([C:8]2[N:12]([CH2:13][C:14]3[CH:19]=[CH:18][C:17]([O:20][CH3:21])=[CH:16][CH:15]=3)[C:11](=[O:22])[N:10]([CH2:23][C:24]([O:26]CC)=[O:25])[N:9]=2)=[CH:4][CH:3]=1.[OH-].[K+].Cl. (5) Given the product [N:20]1([C:25]2[CH:33]=[CH:32][CH:31]=[CH:30][C:26]=2[C:27]([N:2]2[C@H:3]([CH2:7][NH:8][C:9]([C:11]3[N:18]4[C:14]([S:15][CH:16]=[CH:17]4)=[N:13][C:12]=3[CH3:19])=[O:10])[CH2:4][C@H:5]3[C@@H:1]2[CH2:6]3)=[O:28])[CH:24]=[CH:23][CH:22]=[N:21]1, predict the reactants needed to synthesize it. The reactants are: [C@H:1]12[CH2:6][C@H:5]1[CH2:4][C@@H:3]([CH2:7][NH:8][C:9]([C:11]1[N:18]3[C:14]([S:15][CH:16]=[CH:17]3)=[N:13][C:12]=1[CH3:19])=[O:10])[NH:2]2.[N:20]1([C:25]2[CH:33]=[CH:32][CH:31]=[CH:30][C:26]=2[C:27](O)=[O:28])[CH:24]=[CH:23][CH:22]=[N:21]1. (6) Given the product [CH:1]1([NH:6][C:7]2[C:8]([N:17]3[CH2:18][CH2:19][N:20]([CH2:23][C:25]4[CH:30]=[C:29]([Cl:31])[CH:28]=[CH:27][C:26]=4[Cl:32])[CH2:21][CH2:22]3)=[N:9][C:10]3[C:15](=[CH:14][CH:13]=[CH:12][CH:11]=3)[N:16]=2)[CH2:2][CH2:3][CH2:4][CH2:5]1, predict the reactants needed to synthesize it. The reactants are: [CH:1]1([NH:6][C:7]2[C:8]([N:17]3[CH2:22][CH2:21][N:20]([C:23]([C:25]4[CH:30]=[C:29]([Cl:31])[CH:28]=[CH:27][C:26]=4[Cl:32])=O)[CH2:19][CH2:18]3)=[N:9][C:10]3[C:15]([N:16]=2)=[CH:14][CH:13]=[CH:12][CH:11]=3)[CH2:5][CH2:4][CH2:3][CH2:2]1.FC(F)(F)S(OS(C(F)(F)F)(=O)=O)(=O)=O.[BH4-].[Na+]. (7) Given the product [CH3:27][NH:28][C:29]([C:31]1[C:32]2[CH:40]=[CH:39][C:38]([O:41][C:2]3[CH:7]=[CH:6][N:5]=[C:4]4[CH:8]=[C:9]([C:11]([N:13]5[CH2:17][CH2:16][CH2:15][C@H:14]5[CH2:18][OH:19])=[O:12])[S:10][C:3]=34)=[CH:37][C:33]=2[S:34][C:35]=1[CH3:36])=[O:30], predict the reactants needed to synthesize it. The reactants are: Cl[C:2]1[CH:7]=[CH:6][N:5]=[C:4]2[CH:8]=[C:9]([C:11]([N:13]3[CH2:17][CH2:16][CH2:15][C@H:14]3[CH2:18][O:19][Si](C(C)(C)C)(C)C)=[O:12])[S:10][C:3]=12.[CH3:27][NH:28][C:29]([C:31]1[C:32]2[CH:40]=[CH:39][C:38]([OH:41])=[CH:37][C:33]=2[S:34][C:35]=1[CH3:36])=[O:30].C([O-])([O-])=O.[Cs+].[Cs+]. (8) The reactants are: Br[C:2]1[CH:7]=[C:6]([F:8])[C:5]([CH3:9])=[CH:4][C:3]=1[C:10]([O:13][CH2:14][O:15][CH2:16][CH3:17])([CH3:12])[CH3:11].[B:18]1([B:18]2[O:22][C:21]([CH3:24])([CH3:23])[C:20]([CH3:26])([CH3:25])[O:19]2)[O:22][C:21]([CH3:24])([CH3:23])[C:20]([CH3:26])([CH3:25])[O:19]1.CC([O-])=O.[K+].O. Given the product [CH2:16]([O:15][CH2:14][O:13][C:10]([C:3]1[CH:4]=[C:5]([CH3:9])[C:6]([F:8])=[CH:7][C:2]=1[B:18]1[O:22][C:21]([CH3:24])([CH3:23])[C:20]([CH3:26])([CH3:25])[O:19]1)([CH3:12])[CH3:11])[CH3:17], predict the reactants needed to synthesize it. (9) Given the product [CH:5]1([C:10]([O:12][CH3:13])=[O:11])[CH2:9][CH2:8][CH2:7][CH2:6]1, predict the reactants needed to synthesize it. The reactants are: S(Cl)(Cl)=O.[CH:5]1([C:10]([OH:12])=[O:11])[CH2:9][CH2:8][CH2:7][CH2:6]1.[CH3:13]O.